From a dataset of Forward reaction prediction with 1.9M reactions from USPTO patents (1976-2016). Predict the product of the given reaction. (1) The product is: [C:20]([O:24][C:25](=[O:34])[NH:26][CH2:27][C:28](=[O:29])[C:3]1[CH:8]=[CH:7][N:6]=[CH:5][CH:4]=1)([CH3:23])([CH3:21])[CH3:22]. Given the reactants Cl.Br[C:3]1[CH:8]=[CH:7][N:6]=[CH:5][CH:4]=1.C([O-])([O-])=O.[Na+].[Na+].C([Mg]Cl)(C)C.[C:20]([O:24][C:25](=[O:34])[NH:26][CH2:27][C:28](N(OC)C)=[O:29])([CH3:23])([CH3:22])[CH3:21], predict the reaction product. (2) Given the reactants C(=O)([O-])[O-].[K+].[K+].Cl[CH2:8][CH2:9][CH2:10][C:11]1[CH:12]=[C:13]2[C:18](=[CH:19][CH:20]=1)[N:17]([CH3:21])[CH2:16][C:15]([CH3:23])([CH3:22])[CH2:14]2.Cl.[N:25]1([C:31]2[C:35]3[CH:36]=[CH:37][CH:38]=[CH:39][C:34]=3[S:33][N:32]=2)[CH2:30][CH2:29][NH:28][CH2:27][CH2:26]1, predict the reaction product. The product is: [S:33]1[C:34]2[CH:39]=[CH:38][CH:37]=[CH:36][C:35]=2[C:31]([N:25]2[CH2:26][CH2:27][N:28]([CH2:8][CH2:9][CH2:10][C:11]3[CH:12]=[C:13]4[C:18](=[CH:19][CH:20]=3)[N:17]([CH3:21])[CH2:16][C:15]([CH3:23])([CH3:22])[CH2:14]4)[CH2:29][CH2:30]2)=[N:32]1. (3) Given the reactants [Cl:1][C:2]1[C:14]2[C:13]3[C:8](=[CH:9][CH:10]=[CH:11][CH:12]=3)[C@@:7]([C:16]([F:19])([F:18])[F:17])([OH:15])[C:6]=2[CH:5]=[C:4]([O:20][CH2:21][C@@H:22]2[CH2:24][O:23]2)[CH:3]=1.C([BH-](CC)CC)C.[Li+].O1CCCC1.Cl, predict the reaction product. The product is: [Cl:1][C:2]1[C:14]2[C:13]3[C:8](=[CH:9][CH:10]=[CH:11][CH:12]=3)[C@@:7]([C:16]([F:19])([F:18])[F:17])([OH:15])[C:6]=2[CH:5]=[C:4]([O:20][CH2:21][C@@H:22]([OH:23])[CH3:24])[CH:3]=1.